Dataset: Catalyst prediction with 721,799 reactions and 888 catalyst types from USPTO. Task: Predict which catalyst facilitates the given reaction. (1) Reactant: [F:1][C:2]1[CH:10]=[C:9]2[C:5]([CH:6]=[CH:7][NH:8]2)=[CH:4][CH:3]=1.[H-].[Na+].[CH3:13]I.[Cl-].[NH4+]. Product: [F:1][C:2]1[CH:10]=[C:9]2[C:5]([CH:6]=[CH:7][N:8]2[CH3:13])=[CH:4][CH:3]=1. The catalyst class is: 3. (2) Reactant: C([O:5][C:6]([C:8]1[C:9]([CH3:28])=[C:10]([C:25]([OH:27])=[O:26])[S:11][C:12]=1[NH:13][C:14]([NH:16][CH2:17][CH2:18][CH2:19][CH2:20][CH2:21][CH2:22][CH2:23][CH3:24])=[O:15])=[O:7])(C)(C)C.C(O)(C(F)(F)F)=O. Product: [CH3:28][C:9]1[C:8]([C:6]([OH:7])=[O:5])=[C:12]([NH:13][C:14]([NH:16][CH2:17][CH2:18][CH2:19][CH2:20][CH2:21][CH2:22][CH2:23][CH3:24])=[O:15])[S:11][C:10]=1[C:25]([OH:27])=[O:26]. The catalyst class is: 91. (3) Reactant: [OH:1][C:2]1[C:3]([C:17]([NH:19][CH2:20][C:21]([O:23]CC)=[O:22])=[O:18])=[C:4]2[C:9](=[CH:10][C:11]=1[C:12]1[N:13]=[CH:14][S:15][CH:16]=1)[N:8]=[CH:7][CH:6]=[N:5]2.[OH-].[Na+]. Product: [OH:1][C:2]1[C:3]([C:17]([NH:19][CH2:20][C:21]([OH:23])=[O:22])=[O:18])=[C:4]2[C:9](=[CH:10][C:11]=1[C:12]1[N:13]=[CH:14][S:15][CH:16]=1)[N:8]=[CH:7][CH:6]=[N:5]2. The catalyst class is: 8.